Dataset: Peptide-MHC class I binding affinity with 185,985 pairs from IEDB/IMGT. Task: Regression. Given a peptide amino acid sequence and an MHC pseudo amino acid sequence, predict their binding affinity value. This is MHC class I binding data. (1) The peptide sequence is FQTLTSCTF. The MHC is HLA-B15:01 with pseudo-sequence HLA-B15:01. The binding affinity (normalized) is 0.669. (2) The peptide sequence is DLVKSSFVK. The MHC is HLA-A33:01 with pseudo-sequence HLA-A33:01. The binding affinity (normalized) is 0.371. (3) The peptide sequence is SFSIFNDL. The MHC is H-2-Kb with pseudo-sequence H-2-Kb. The binding affinity (normalized) is 0.225.